This data is from Full USPTO retrosynthesis dataset with 1.9M reactions from patents (1976-2016). The task is: Predict the reactants needed to synthesize the given product. (1) Given the product [CH:11]1([C:4]2[S:3][C:2]3[NH:1][C:18](=[O:24])[N:41]([CH2:40][CH2:39][C:33]4[CH:38]=[CH:37][CH:36]=[CH:35][CH:34]=4)[C:7](=[O:9])[C:6]=3[CH:5]=2)[CH2:13][CH2:12]1, predict the reactants needed to synthesize it. The reactants are: [NH2:1][C:2]1[S:3][C:4]([CH:11]2[CH2:13][CH2:12]2)=[CH:5][C:6]=1[C:7]([O:9]C)=O.ClC(Cl)(O[C:18](=[O:24])OC(Cl)(Cl)Cl)Cl.C(N(CC)CC)C.[C:33]1([CH2:39][CH2:40][NH2:41])[CH:38]=[CH:37][CH:36]=[CH:35][CH:34]=1. (2) Given the product [Br:9][C:7]1[CH:6]=[CH:5][C:4]2[O:10][C:11](=[O:12])[NH:1][CH2:2][C:3]=2[CH:8]=1, predict the reactants needed to synthesize it. The reactants are: [NH2:1][CH2:2][C:3]1[CH:8]=[C:7]([Br:9])[CH:6]=[CH:5][C:4]=1[OH:10].[C:11](N1C=CN=C1)(N1C=CN=C1)=[O:12]. (3) Given the product [Si:22]([O:21][CH2:20][C@@H:12]1[C@H:13]2[O:14][C:15]([CH3:18])([CH3:19])[O:16][C@H:17]2[CH:10]([C:7](=[CH:6][NH:42][CH2:41][C:40]#[N:39])[C:8]#[N:9])[O:11]1)([C:35]([CH3:36])([CH3:37])[CH3:38])([C:29]1[CH:34]=[CH:33][CH:32]=[CH:31][CH:30]=1)[C:23]1[CH:28]=[CH:27][CH:26]=[CH:25][CH:24]=1, predict the reactants needed to synthesize it. The reactants are: CS(O[CH:6]=[C:7]([CH:10]1[C@H:17]2[C@H:13]([O:14][C:15]([CH3:19])([CH3:18])[O:16]2)[C@@H:12]([CH2:20][O:21][Si:22]([C:35]([CH3:38])([CH3:37])[CH3:36])([C:29]2[CH:34]=[CH:33][CH:32]=[CH:31][CH:30]=2)[C:23]2[CH:28]=[CH:27][CH:26]=[CH:25][CH:24]=2)[O:11]1)[C:8]#[N:9])(=O)=O.[NH2:39][CH2:40][C:41]#[N:42].